Dataset: Full USPTO retrosynthesis dataset with 1.9M reactions from patents (1976-2016). Task: Predict the reactants needed to synthesize the given product. (1) Given the product [Cl:1][C:2]1[CH:3]=[CH:4][C:5]2[N:11]3[C:12]([CH:15]([F:16])[F:17])=[N:13][N:14]=[C:10]3[C@H:9]([CH2:18][C:19]3[S:20][C:21]([CH2:24][CH2:25][C:26]([OH:28])=[O:27])=[CH:22][N:23]=3)[S:8][C@@H:7]([C:30]3[CH:35]=[CH:34][CH:33]=[C:32]([O:36][CH3:37])[C:31]=3[O:38][CH3:39])[C:6]=2[CH:40]=1, predict the reactants needed to synthesize it. The reactants are: [Cl:1][C:2]1[CH:3]=[CH:4][C:5]2[N:11]3[C:12]([CH:15]([F:17])[F:16])=[N:13][N:14]=[C:10]3[C@H:9]([CH2:18][C:19]3[S:20][C:21]([CH2:24][CH2:25][C:26]([O:28]C)=[O:27])=[CH:22][N:23]=3)[S:8][C@@H:7]([C:30]3[CH:35]=[CH:34][CH:33]=[C:32]([O:36][CH3:37])[C:31]=3[O:38][CH3:39])[C:6]=2[CH:40]=1.C(=O)([O-])[O-].[K+].[K+].Cl. (2) Given the product [C:27]([NH:31][C:32](=[O:35])[CH2:33][NH:1][CH2:2][C@H:3]1[CH2:4][CH2:5][C@H:6]([CH2:9][NH:10][C:11](=[O:26])[C:12]2[CH:17]=[C:16]([C:18]([F:20])([F:21])[F:19])[CH:15]=[C:14]([C:22]([F:23])([F:24])[F:25])[CH:13]=2)[CH2:7][CH2:8]1)([CH3:30])([CH3:29])[CH3:28], predict the reactants needed to synthesize it. The reactants are: [NH2:1][CH2:2][C@H:3]1[CH2:8][CH2:7][C@H:6]([CH2:9][NH:10][C:11](=[O:26])[C:12]2[CH:17]=[C:16]([C:18]([F:21])([F:20])[F:19])[CH:15]=[C:14]([C:22]([F:25])([F:24])[F:23])[CH:13]=2)[CH2:5][CH2:4]1.[C:27]([NH:31][C:32](=[O:35])[CH2:33]Cl)([CH3:30])([CH3:29])[CH3:28].CCN(C(C)C)C(C)C.